From a dataset of NCI-60 drug combinations with 297,098 pairs across 59 cell lines. Regression. Given two drug SMILES strings and cell line genomic features, predict the synergy score measuring deviation from expected non-interaction effect. (1) Drug 1: C1CN1P(=S)(N2CC2)N3CC3. Drug 2: CN(CCCl)CCCl.Cl. Cell line: MCF7. Synergy scores: CSS=22.3, Synergy_ZIP=-7.41, Synergy_Bliss=-3.61, Synergy_Loewe=-1.96, Synergy_HSA=-0.738. (2) Drug 1: CC1C(C(CC(O1)OC2CC(OC(C2O)C)OC3=CC4=CC5=C(C(=O)C(C(C5)C(C(=O)C(C(C)O)O)OC)OC6CC(C(C(O6)C)O)OC7CC(C(C(O7)C)O)OC8CC(C(C(O8)C)O)(C)O)C(=C4C(=C3C)O)O)O)O. Drug 2: C1=CC=C(C(=C1)C(C2=CC=C(C=C2)Cl)C(Cl)Cl)Cl. Cell line: M14. Synergy scores: CSS=17.0, Synergy_ZIP=-0.377, Synergy_Bliss=-1.38, Synergy_Loewe=-63.2, Synergy_HSA=-2.62.